From a dataset of Forward reaction prediction with 1.9M reactions from USPTO patents (1976-2016). Predict the product of the given reaction. (1) Given the reactants [CH2:1]1[CH:5]2[CH2:6][NH:7][CH2:8][CH:4]2[CH2:3][N:2]1[C:9]1[CH:10]=[CH:11][C:12]2[N:13]([C:15]([C:18]([F:21])([F:20])[F:19])=[N:16][N:17]=2)[N:14]=1.[CH:22]([C:24]1[CH:31]=[CH:30][C:27]([C:28]#[N:29])=[CH:26][CH:25]=1)=O, predict the reaction product. The product is: [F:19][C:18]([F:20])([F:21])[C:15]1[N:13]2[N:14]=[C:9]([N:2]3[CH2:3][CH:4]4[CH2:8][N:7]([CH2:22][C:24]5[CH:31]=[CH:30][C:27]([C:28]#[N:29])=[CH:26][CH:25]=5)[CH2:6][CH:5]4[CH2:1]3)[CH:10]=[CH:11][C:12]2=[N:17][N:16]=1. (2) Given the reactants [OH:1][C:2]1[C:11]([C:12](=[O:15])[CH2:13][CH3:14])=[CH:10][CH:9]=[C:8]2[C:3]=1[CH:4]=[CH:5][CH2:6][O:7]2.[N+](=[CH:18][C:19]([O:21][CH2:22][CH3:23])=[O:20])=[N-], predict the reaction product. The product is: [CH2:22]([O:21][C:19]([CH:18]1[CH:4]2[CH:5]1[CH2:6][O:7][C:8]1[CH:9]=[CH:10][C:11]([C:12](=[O:15])[CH2:13][CH3:14])=[C:2]([OH:1])[C:3]=12)=[O:20])[CH3:23]. (3) The product is: [NH2:30][C:31]1[CH:36]=[CH:35][N:34]=[C:33]([S:37][CH2:24][CH:23]([OH:26])[CH2:22][N:21]([CH2:20][C:18]2[O:17][C:13]3[N:14]([CH3:16])[CH:15]=[C:10]([C:8]([NH:7][CH2:6][C:5]4[CH:28]=[CH:29][C:2]([Cl:1])=[CH:3][CH:4]=4)=[O:9])[C:11](=[O:27])[C:12]=3[CH:19]=2)[CH3:38])[N:32]=1. Given the reactants [Cl:1][C:2]1[CH:29]=[CH:28][C:5]([CH2:6][NH:7][C:8]([C:10]2[C:11](=[O:27])[C:12]3[CH:19]=[C:18]([CH2:20][NH:21][CH2:22][CH:23]([OH:26])[CH2:24]Cl)[O:17][C:13]=3[N:14]([CH3:16])[CH:15]=2)=[O:9])=[CH:4][CH:3]=1.[NH2:30][C:31]1[CH:36]=[CH:35][N:34]=[C:33]([SH:37])[N:32]=1.[CH:38](N(C(C)C)CC)(C)C.[Na+].[Cl-], predict the reaction product. (4) Given the reactants [C:1]([O:5][C:6](=[O:31])[CH2:7][O:8][C:9]1[CH:14]=[CH:13][C:12]([Cl:15])=[CH:11][C:10]=1[C:16]#[C:17][C:18]1[CH:23]=[C:22]([S:24]([CH2:27][CH2:28]C)(=[O:26])=[O:25])[CH:21]=[CH:20][C:19]=1F)([CH3:4])([CH3:3])[CH3:2].C(OC(=O)COC1C=CC(Cl)=CC=1C#C)(C)(C)C.IC1C=CC2C=CS(=O)(=O)C=2C=1, predict the reaction product. The product is: [C:1]([O:5][C:6](=[O:31])[CH2:7][O:8][C:9]1[CH:14]=[CH:13][C:12]([Cl:15])=[CH:11][C:10]=1[C:16]#[C:17][C:18]1[CH:19]=[CH:20][C:21]2[CH:28]=[CH:27][S:24](=[O:25])(=[O:26])[C:22]=2[CH:23]=1)([CH3:4])([CH3:3])[CH3:2]. (5) Given the reactants [CH2:1]([N:5]1[C:9](=[O:10])[C:8](Cl)=[C:7]([C:12]2[CH:17]=[CH:16][CH:15]=[CH:14][CH:13]=2)[S:6]1(=[O:19])=[O:18])[CH2:2][CH2:3][CH3:4].[CH3:20][O:21][C:22]1[N:27]=[CH:26][C:25]([NH2:28])=[CH:24][CH:23]=1, predict the reaction product. The product is: [CH2:1]([N:5]1[C:9](=[O:10])[C:8]([NH:28][C:25]2[CH:26]=[N:27][C:22]([O:21][CH3:20])=[CH:23][CH:24]=2)=[C:7]([C:12]2[CH:17]=[CH:16][CH:15]=[CH:14][CH:13]=2)[S:6]1(=[O:19])=[O:18])[CH2:2][CH2:3][CH3:4]. (6) The product is: [Br:1][C:2]1[C:7]2[N:8]=[C:9]([NH:24][CH2:23][CH2:22][CH2:21][N:15]3[CH2:20][CH2:19][CH2:18][CH2:17][CH2:16]3)[NH:10][C:6]=2[C:5]([Br:12])=[C:4]([Br:13])[C:3]=1[Br:14]. Given the reactants [Br:1][C:2]1[C:7]2[N:8]=[C:9](Br)[NH:10][C:6]=2[C:5]([Br:12])=[C:4]([Br:13])[C:3]=1[Br:14].[N:15]1([CH2:21][CH2:22][CH2:23][NH2:24])[CH2:20][CH2:19][CH2:18][CH2:17][CH2:16]1, predict the reaction product. (7) Given the reactants [Cl:1][C:2]1[C:10]([CH2:11][O:12][CH2:13][C:14]([F:17])([F:16])[F:15])=[C:9]([S:18]([CH3:21])(=[O:20])=[O:19])[CH:8]=[CH:7][C:3]=1[C:4]([OH:6])=O.[O:22]1[CH:26]=[CH:25][N:24]=[C:23]1[NH2:27].C(N(CC)CC)C.C(P1(=O)OP(=O)(CCC)OP(=O)(CCC)O1)CC, predict the reaction product. The product is: [Cl:1][C:2]1[C:10]([CH2:11][O:12][CH2:13][C:14]([F:17])([F:16])[F:15])=[C:9]([S:18]([CH3:21])(=[O:20])=[O:19])[CH:8]=[CH:7][C:3]=1[C:4]([NH:27][C:23]1[O:22][CH:26]=[CH:25][N:24]=1)=[O:6]. (8) Given the reactants [C:1]([N:6]1[C@H:10]([CH2:11][C:12]2[CH:17]=[CH:16][CH:15]=[CH:14][CH:13]=2)[CH2:9][O:8][C:7]1=[O:18])(=[O:5])[CH2:2][CH2:3][CH3:4].C[Si](C)(C)[N-][Si](C)(C)C.[Li+].[CH2:29]([O:32][CH2:33][C:34]1[C:43]2[C:38](=[CH:39][CH:40]=[CH:41][CH:42]=2)[CH:37]=[C:36]([CH2:44]Br)[CH:35]=1)[CH2:30][CH3:31].[Cl-].[NH4+], predict the reaction product. The product is: [CH2:3]([C@@H:2]([CH2:44][C:36]1[CH:35]=[C:34]([CH2:33][O:32][CH2:29][CH2:30][CH3:31])[C:43]2[C:38](=[CH:39][CH:40]=[CH:41][CH:42]=2)[CH:37]=1)[C:1]([N:6]1[C@H:10]([CH2:11][C:12]2[CH:13]=[CH:14][CH:15]=[CH:16][CH:17]=2)[CH2:9][O:8][C:7]1=[O:18])=[O:5])[CH3:4].